From a dataset of Full USPTO retrosynthesis dataset with 1.9M reactions from patents (1976-2016). Predict the reactants needed to synthesize the given product. (1) Given the product [CH3:45][N:46]([CH3:51])[CH2:47][C:48]([N:22]1[CH2:23][C@@H:24]([O:25][CH2:26][CH2:27][CH2:28][CH2:29][CH2:30][CH2:31][CH2:32][CH2:33]/[CH:34]=[CH:35]\[CH2:36]/[CH:37]=[CH:38]\[CH2:39][CH2:40][CH2:41][CH2:42][CH3:43])[C@H:20]([O:19][CH2:1][CH2:2][CH2:3][CH2:4][CH2:5][CH2:6][CH2:7][CH2:8]/[CH:9]=[CH:10]\[CH2:11]/[CH:12]=[CH:13]\[CH2:14][CH2:15][CH2:16][CH2:17][CH3:18])[CH2:21]1)=[O:49], predict the reactants needed to synthesize it. The reactants are: [CH2:1]([O:19][C@H:20]1[C@H:24]([O:25][CH2:26][CH2:27][CH2:28][CH2:29][CH2:30][CH2:31][CH2:32][CH2:33]/[CH:34]=[CH:35]\[CH2:36]/[CH:37]=[CH:38]\[CH2:39][CH2:40][CH2:41][CH2:42][CH3:43])[CH2:23][NH:22][CH2:21]1)[CH2:2][CH2:3][CH2:4][CH2:5][CH2:6][CH2:7][CH2:8]/[CH:9]=[CH:10]\[CH2:11]/[CH:12]=[CH:13]\[CH2:14][CH2:15][CH2:16][CH2:17][CH3:18].Cl.[CH3:45][N:46]([CH3:51])[CH2:47][C:48](O)=[O:49].C(N(C(C)C)CC)(C)C. (2) Given the product [O:3]=[C:4]1[CH:6]([CH2:7][N:8]2[CH2:13][CH2:12][C:11]3([C:21]4[C:16](=[CH:17][CH:18]=[CH:19][CH:20]=4)[CH2:15][CH2:14]3)[CH2:10][CH2:9]2)[CH2:22][C:23]2[C:24](=[CH:25][CH:26]=[CH:27][CH:28]=2)[NH:29]1, predict the reactants needed to synthesize it. The reactants are: C([O:3][C:4]([CH:6]([CH2:22][C:23]1[CH:28]=[CH:27][CH:26]=[CH:25][C:24]=1[N+:29]([O-])=O)[CH2:7][N:8]1[CH2:13][CH2:12][C:11]2([C:21]3[C:16](=[CH:17][CH:18]=[CH:19][CH:20]=3)[CH2:15][CH2:14]2)[CH2:10][CH2:9]1)=O)C. (3) Given the product [N:14]1[C:13]2[NH:9][CH:10]=[CH:11][C:12]=2[C:17]([C:18]2[CH:19]=[N:20][N:21]([C:23]3([CH2:29][C:30]#[N:31])[CH2:28][CH2:27][CH2:26][CH2:25][CH2:24]3)[CH:22]=2)=[CH:16][N:15]=1, predict the reactants needed to synthesize it. The reactants are: C(OC[N:9]1[C:13]2[N:14]=[N:15][CH:16]=[C:17]([C:18]3[CH:19]=[N:20][N:21]([C:23]4([CH2:29][C:30]#[N:31])[CH2:28][CH2:27][CH2:26][CH2:25][CH2:24]4)[CH:22]=3)[C:12]=2[CH:11]=[CH:10]1)(=O)C(C)(C)C.[OH-].[Na+].